From a dataset of Forward reaction prediction with 1.9M reactions from USPTO patents (1976-2016). Predict the product of the given reaction. Given the reactants [H-].[Al+3].[Li+].[H-].[H-].[H-].S(C1C=CC(C)=CC=1)(O[CH2:11][CH:12]([CH3:23])[CH:13]([OH:22])[CH2:14][C:15]1[CH:20]=[CH:19][CH:18]=[CH:17][C:16]=1[F:21])(=O)=O.O.O.O.O.O.O.O.O.O.O.[O-]S([O-])(=O)=O.[Na+].[Na+], predict the reaction product. The product is: [F:21][C:16]1[CH:17]=[CH:18][CH:19]=[CH:20][C:15]=1[CH2:14][CH:13]([OH:22])[CH:12]([CH3:11])[CH3:23].